Dataset: NCI-60 drug combinations with 297,098 pairs across 59 cell lines. Task: Regression. Given two drug SMILES strings and cell line genomic features, predict the synergy score measuring deviation from expected non-interaction effect. Drug 1: CC1C(C(=O)NC(C(=O)N2CCCC2C(=O)N(CC(=O)N(C(C(=O)O1)C(C)C)C)C)C(C)C)NC(=O)C3=C4C(=C(C=C3)C)OC5=C(C(=O)C(=C(C5=N4)C(=O)NC6C(OC(=O)C(N(C(=O)CN(C(=O)C7CCCN7C(=O)C(NC6=O)C(C)C)C)C)C(C)C)C)N)C. Drug 2: CC(C)(C#N)C1=CC(=CC(=C1)CN2C=NC=N2)C(C)(C)C#N. Cell line: HCT116. Synergy scores: CSS=-10.9, Synergy_ZIP=0.238, Synergy_Bliss=-7.69, Synergy_Loewe=-13.3, Synergy_HSA=-11.7.